From a dataset of Peptide-MHC class I binding affinity with 185,985 pairs from IEDB/IMGT. Regression. Given a peptide amino acid sequence and an MHC pseudo amino acid sequence, predict their binding affinity value. This is MHC class I binding data. The peptide sequence is FLRKRRRFF. The MHC is HLA-B07:02 with pseudo-sequence HLA-B07:02. The binding affinity (normalized) is 0.0847.